Dataset: Full USPTO retrosynthesis dataset with 1.9M reactions from patents (1976-2016). Task: Predict the reactants needed to synthesize the given product. (1) The reactants are: I.[Cl:2][C:3]1[CH:12]=[CH:11][C:10]([Cl:13])=[C:9]2[C:4]=1[CH:5]([CH3:16])[NH:6][C:7](SC)=[N:8]2.[O:17]([CH2:24][CH2:25][NH2:26])[C:18]1[CH:23]=[CH:22][CH:21]=[CH:20][CH:19]=1.[OH-].[Na+]. Given the product [Cl:2][C:3]1[CH:12]=[CH:11][C:10]([Cl:13])=[C:9]2[C:4]=1[CH:5]([CH3:16])[NH:6][C:7]([NH:26][CH2:25][CH2:24][O:17][C:18]1[CH:23]=[CH:22][CH:21]=[CH:20][CH:19]=1)=[N:8]2, predict the reactants needed to synthesize it. (2) Given the product [F:25][C:2]([F:1])([F:24])[C:3]([C:5]1[C:13]2[C:8](=[CH:9][CH:10]=[CH:11][CH:12]=2)[N:7]([CH3:14])[CH:6]=1)([C:15]1[CH:16]=[C:17]2[C:21](=[CH:22][CH:23]=1)[N:20]([C:28]1[CH:27]=[N:26][CH:31]=[CH:30][CH:29]=1)[N:19]=[CH:18]2)[OH:4], predict the reactants needed to synthesize it. The reactants are: [F:1][C:2]([F:25])([F:24])[C:3]([C:15]1[CH:16]=[C:17]2[C:21](=[CH:22][CH:23]=1)[NH:20][N:19]=[CH:18]2)([C:5]1[C:13]2[C:8](=[CH:9][CH:10]=[CH:11][CH:12]=2)[N:7]([CH3:14])[CH:6]=1)[OH:4].[N:26]1[CH:31]=[CH:30][CH:29]=[CH:28][CH:27]=1. (3) Given the product [C:1]([O:5][C@@H:6]([C:11]1[C:12]([CH3:42])=[CH:13][C:14]2[N:15]([CH:25]=[C:26]([C:28]3[O:40][C:31]([CH2:32][C:33]4[CH:34]=[CH:35][C:36]([F:39])=[CH:37][CH:38]=4)=[CH:30][N:29]=3)[N:27]=2)[C:16]=1[N:17]1[CH2:22][CH2:21][C:20]([CH3:24])([CH3:23])[CH2:19][CH2:18]1)[C:7]([OH:9])=[O:8])([CH3:3])([CH3:2])[CH3:4], predict the reactants needed to synthesize it. The reactants are: [C:1]([O:5][C@@H:6]([C:11]1[C:12]([CH3:42])=[CH:13][C:14]2[N:15]([CH:25]=[C:26]([C:28](=O)[NH:29][CH2:30][C:31](=[O:40])[CH2:32][C:33]3[CH:38]=[CH:37][C:36]([F:39])=[CH:35][CH:34]=3)[N:27]=2)[C:16]=1[N:17]1[CH2:22][CH2:21][C:20]([CH3:24])([CH3:23])[CH2:19][CH2:18]1)[C:7]([O:9]C)=[O:8])([CH3:4])([CH3:3])[CH3:2].CC[N+](S(N=C(OC)[O-])(=O)=O)(CC)CC.CO.[Li+].[OH-]. (4) Given the product [CH:31]([C@:25]1([C:28]([N:9]2[CH2:8][CH2:7][C:6]3[C:11](=[CH:12][C:3]([C:2]([F:1])([F:13])[F:14])=[CH:4][CH:5]=3)[CH2:10]2)=[O:29])[CH2:26][CH2:27][C@@H:23]([NH:22][C:20](=[O:21])[O:19][C:15]([CH3:17])([CH3:16])[CH3:18])[CH2:24]1)([CH3:33])[CH3:32], predict the reactants needed to synthesize it. The reactants are: [F:1][C:2]([F:14])([F:13])[C:3]1[CH:12]=[C:11]2[C:6]([CH2:7][CH2:8][NH:9][CH2:10]2)=[CH:5][CH:4]=1.[C:15]([O:19][C:20]([NH:22][C@@H:23]1[CH2:27][CH2:26][C@:25]([CH:31]([CH3:33])[CH3:32])([C:28](O)=[O:29])[CH2:24]1)=[O:21])([CH3:18])([CH3:17])[CH3:16].C(N(CC)C(C)C)(C)C. (5) Given the product [CH3:14][O:13][C:10]1[CH:11]=[CH:12][C:7]([CH2:6][C:5]2[CH:15]=[CH:16][C:2]([C:24]3[CH:25]=[CH:26][S:22][CH:23]=3)=[CH:3][CH:4]=2)=[CH:8][CH:9]=1, predict the reactants needed to synthesize it. The reactants are: I[C:2]1[CH:16]=[CH:15][C:5]([CH2:6][C:7]2[CH:12]=[CH:11][C:10]([O:13][CH3:14])=[CH:9][CH:8]=2)=[CH:4][CH:3]=1.C([O-])(O)=O.[Na+].[S:22]1[CH:26]=[CH:25][CH:24]=[C:23]1B(O)O. (6) Given the product [Br:1][C:2]1[C:7]([Cl:8])=[CH:6][CH:5]=[C:4]([C:10]2[CH:15]=[CH:14][CH:13]=[CH:12][CH:11]=2)[N:3]=1, predict the reactants needed to synthesize it. The reactants are: [Br:1][C:2]1[C:7]([Cl:8])=[CH:6][CH:5]=[C:4](I)[N:3]=1.[C:10]1(B(O)O)[CH:15]=[CH:14][CH:13]=[CH:12][CH:11]=1.C(=O)([O-])[O-].[K+].[K+]. (7) Given the product [CH3:41][O:33][C:32](=[O:34])[CH2:31][CH2:30][CH2:29][N:13]1[C:12]2[N:11]=[C:10]([CH2:9][C:8]3[CH:35]=[CH:36][C:5]([NH:4][C:1](=[O:3])[CH3:2])=[CH:6][CH:7]=3)[NH:18][C:17]=2[C:16](=[O:19])[N:15]([CH2:20][C:21]2[CH:26]=[CH:25][CH:24]=[CH:23][C:22]=2[F:27])[C:14]1=[O:28], predict the reactants needed to synthesize it. The reactants are: [C:1]([NH:4][C:5]1[CH:36]=[CH:35][C:8]([CH2:9][C:10]2[NH:18][C:17]3[C:16](=[O:19])[N:15]([CH2:20][C:21]4[CH:26]=[CH:25][CH:24]=[CH:23][C:22]=4[F:27])[C:14](=[O:28])[N:13]([CH2:29][CH2:30][CH2:31][C:32]([OH:34])=[O:33])[C:12]=3[N:11]=2)=[CH:7][CH:6]=1)(=[O:3])[CH3:2].S(Cl)(Cl)=O.[CH3:41]O. (8) Given the product [C:1]1([C:7]2[NH:8][C:9]3[C:14]([CH:15]=2)=[CH:13][CH:12]=[C:11]([NH:16][C:17](=[O:21])[CH:18]([CH3:20])[CH3:19])[CH:10]=3)[CH:2]=[CH:3][CH:4]=[CH:5][CH:6]=1, predict the reactants needed to synthesize it. The reactants are: [C:1]1([C:7]2[NH:8][C:9]3[C:14]([CH:15]=2)=[CH:13][CH:12]=[C:11]([NH2:16])[CH:10]=3)[CH:6]=[CH:5][CH:4]=[CH:3][CH:2]=1.[C:17](Cl)(=[O:21])[CH:18]([CH3:20])[CH3:19].O. (9) Given the product [F:1][C:2]1[CH:3]=[C:4]([C@H:8]2[CH2:12][C@@H:11]([O:13][S:29]([CH3:28])(=[O:31])=[O:30])[CH2:10][N:9]2[C:14]([O:16][C:17]([CH3:20])([CH3:19])[CH3:18])=[O:15])[CH:5]=[CH:6][CH:7]=1, predict the reactants needed to synthesize it. The reactants are: [F:1][C:2]1[CH:3]=[C:4]([C@H:8]2[CH2:12][C@@H:11]([OH:13])[CH2:10][N:9]2[C:14]([O:16][C:17]([CH3:20])([CH3:19])[CH3:18])=[O:15])[CH:5]=[CH:6][CH:7]=1.C(N(CC)CC)C.[CH3:28][S:29](Cl)(=[O:31])=[O:30]. (10) Given the product [CH2:13]([NH:20][C:21]([C:23]1[S:27][C:26]([N:28]2[CH:33]=[CH:32][C:31]([O:34][CH2:7][C:6]3[CH:9]=[CH:10][C:3]([C:2]([F:12])([F:11])[F:1])=[CH:4][CH:5]=3)=[CH:30][C:29]2=[O:35])=[N:25][C:24]=1[CH3:36])=[O:22])[C:14]1[CH:19]=[CH:18][CH:17]=[CH:16][CH:15]=1, predict the reactants needed to synthesize it. The reactants are: [F:1][C:2]([F:12])([F:11])[C:3]1[CH:10]=[CH:9][C:6]([CH2:7]Br)=[CH:5][CH:4]=1.[CH2:13]([NH:20][C:21]([C:23]1[S:27][C:26]([N:28]2[CH:33]=[CH:32][C:31]([OH:34])=[CH:30][C:29]2=[O:35])=[N:25][C:24]=1[CH3:36])=[O:22])[C:14]1[CH:19]=[CH:18][CH:17]=[CH:16][CH:15]=1.